Dataset: Catalyst prediction with 721,799 reactions and 888 catalyst types from USPTO. Task: Predict which catalyst facilitates the given reaction. (1) Reactant: C(OC([N:8]1[CH2:12][CH2:11][CH2:10][C@H:9]1[CH2:13][N:14]([C:27]1[CH:28]=[C:29]([C:33]2[CH:38]=[CH:37][CH:36]=[CH:35][CH:34]=2)[CH:30]=[CH:31][CH:32]=1)[C:15](=[O:26])[C:16]1[CH:21]=[CH:20][C:19]([O:22]C)=[C:18]([O:24][CH3:25])[CH:17]=1)=O)(C)(C)C.F[C:40]([F:45])([F:44])C(O)=O.ClCCl. Product: [C:29]1([C:33]2[CH:34]=[CH:35][CH:36]=[CH:37][CH:38]=2)[CH:30]=[CH:31][CH:32]=[C:27]([N:14]([CH2:13][C@@H:9]2[CH2:10][CH2:11][CH2:12][NH:8]2)[C:15](=[O:26])[C:16]2[CH:21]=[CH:20][C:19]([O:22][CH:40]([F:44])[F:45])=[C:18]([O:24][CH3:25])[CH:17]=2)[CH:28]=1. The catalyst class is: 10. (2) Reactant: [OH-].[Na+].CO.[Cl:5][C:6]1[CH:7]=[N:8][C:9]2[C:14]([C:15]=1[CH2:16][CH2:17][CH2:18][C:19]1([C:33]([O:35]CC)=[O:34])[CH2:24][CH2:23][N:22]([CH2:25][CH2:26][S:27][C:28]3[S:29][CH:30]=[CH:31][CH:32]=3)[CH2:21][CH2:20]1)=[CH:13][C:12]([O:38][CH3:39])=[C:11]([O:40][CH3:41])[CH:10]=2. Product: [Cl:5][C:6]1[CH:7]=[N:8][C:9]2[C:14]([C:15]=1[CH2:16][CH2:17][CH2:18][C:19]1([C:33]([OH:35])=[O:34])[CH2:24][CH2:23][N:22]([CH2:25][CH2:26][S:27][C:28]3[S:29][CH:30]=[CH:31][CH:32]=3)[CH2:21][CH2:20]1)=[CH:13][C:12]([O:38][CH3:39])=[C:11]([O:40][CH3:41])[CH:10]=2. The catalyst class is: 12. (3) Reactant: C[O:2][C:3](=O)[CH:4]([NH:16][C:17]([O:19][C:20]([CH3:23])([CH3:22])[CH3:21])=[O:18])[CH2:5][CH2:6][CH2:7][C:8]1[CH:13]=[CH:12][C:11]([O:14][CH3:15])=[CH:10][CH:9]=1.[NH3:25]. Product: [C:20]([O:19][C:17](=[O:18])[NH:16][CH:4]([C:3](=[O:2])[NH2:25])[CH2:5][CH2:6][CH2:7][C:8]1[CH:13]=[CH:12][C:11]([O:14][CH3:15])=[CH:10][CH:9]=1)([CH3:23])([CH3:22])[CH3:21]. The catalyst class is: 24.